This data is from Reaction yield outcomes from USPTO patents with 853,638 reactions. The task is: Predict the reaction yield, written as a fraction of the theoretical maximum amount of product (1.0 means a 100% yield; for example, 0.34 means a 34% yield). (1) The reactants are [CH2:1]([N:8]([CH3:17])[C@@H:9]([CH:12]1[CH2:16][CH2:15][CH2:14][CH2:13]1)C=O)[C:2]1[CH:7]=[CH:6][CH:5]=[CH:4][CH:3]=1.OS(O)(=O)=O.[CH3:23][O:24][CH:25](OC)[O:26][CH3:27]. The catalyst is CO. The product is [CH2:1]([N:8]([CH3:17])[C@@H:9]([CH:12]1[CH2:16][CH2:15][CH2:14][CH2:13]1)[CH:25]([O:26][CH3:27])[O:24][CH3:23])[C:2]1[CH:7]=[CH:6][CH:5]=[CH:4][CH:3]=1. The yield is 0.900. (2) The reactants are [CH2:1]([O:4][C:5](=[O:26])[C@@H:6]([NH2:25])[CH2:7][C:8]1[CH:13]=[CH:12][C:11]([C:14]2[C:15](=[O:24])[N:16]([CH3:23])[C:17](=[O:22])[N:18]([CH3:21])[C:19]=2[CH3:20])=[CH:10][CH:9]=1)[CH2:2][CH3:3].[Br:27][C:28]1[CH:36]=[C:35]([F:37])[C:31]([C:32](O)=[O:33])=[C:30]([F:38])[CH:29]=1.CN(C(ON1N=NC2C=CC=CC1=2)=[N+](C)C)C.F[P-](F)(F)(F)(F)F.C(N(C(C)C)CC)(C)C. The catalyst is CN(C=O)C.O. The product is [CH2:1]([O:4][C:5](=[O:26])[C@@H:6]([NH:25][C:32](=[O:33])[C:31]1[C:30]([F:38])=[CH:29][C:28]([Br:27])=[CH:36][C:35]=1[F:37])[CH2:7][C:8]1[CH:9]=[CH:10][C:11]([C:14]2[C:15](=[O:24])[N:16]([CH3:23])[C:17](=[O:22])[N:18]([CH3:21])[C:19]=2[CH3:20])=[CH:12][CH:13]=1)[CH2:2][CH3:3]. The yield is 0.850. (3) The reactants are [Cl:1][C:2]1[N:3]=[C:4](Cl)[C:5]2[CH2:11][O:10][CH2:9][CH:8]([C:12]3[CH:17]=[CH:16][C:15]([Cl:18])=[CH:14][CH:13]=3)[C:6]=2[N:7]=1.Cl.[CH3:21][NH2:22]. No catalyst specified. The product is [Cl:1][C:2]1[N:3]=[C:4]([NH:22][CH3:21])[C:5]2[CH2:11][O:10][CH2:9][CH:8]([C:12]3[CH:17]=[CH:16][C:15]([Cl:18])=[CH:14][CH:13]=3)[C:6]=2[N:7]=1. The yield is 0.305. (4) The reactants are [CH3:1][O:2][C:3]1[CH:20]=[CH:19][C:6]([CH2:7][O:8][C:9]2[CH:10]=[CH:11][C:12]3[N:13]([CH:15]=[C:16]([NH2:18])[N:17]=3)[CH:14]=2)=[CH:5][CH:4]=1.[CH:21]1([C:24](Cl)=[O:25])[CH2:23][CH2:22]1. The catalyst is CN(C)C(=O)C.O. The product is [CH3:1][O:2][C:3]1[CH:4]=[CH:5][C:6]([CH2:7][O:8][C:9]2[CH:10]=[CH:11][C:12]3[N:13]([CH:15]=[C:16]([NH:18][C:24]([CH:21]4[CH2:23][CH2:22]4)=[O:25])[N:17]=3)[CH:14]=2)=[CH:19][CH:20]=1. The yield is 0.830. (5) The reactants are C(OC([NH:8][C:9]1[N:14]=[CH:13][C:12]([C:15]2[CH:16]=[N:17][CH:18]=[C:19]([C:21]([O:23][CH3:24])=[O:22])[CH:20]=2)=[C:11]([C:25]2[S:26][CH:27]=[C:28]([C:30]([F:33])([F:32])[F:31])[N:29]=2)[CH:10]=1)=O)(C)(C)C.Cl.C(=O)(O)[O-].[Na+]. The catalyst is O1CCOCC1. The product is [NH2:8][C:9]1[N:14]=[CH:13][C:12]([C:15]2[CH:16]=[N:17][CH:18]=[C:19]([C:21]([O:23][CH3:24])=[O:22])[CH:20]=2)=[C:11]([C:25]2[S:26][CH:27]=[C:28]([C:30]([F:33])([F:32])[F:31])[N:29]=2)[CH:10]=1. The yield is 1.00. (6) The reactants are [BH4-].[Na+].[F:3][C:4]1([F:52])[CH2:12][C:11]2[N:10]3[CH2:13][CH2:14][N:15]([C:18]4[N:25]=[CH:24][CH:23]=[C:22]([C:26]5[CH:31]=[C:30]([NH:32][C:33]6[CH:38]=[CH:37][C:36]([N:39]7[CH2:44][CH2:43][N:42]([CH:45]8[CH2:48][O:47][CH2:46]8)[CH2:41][C@@H:40]7[CH3:49])=[CH:35][N:34]=6)[C:29](=[O:50])[N:28]([CH3:51])[CH:27]=5)[C:19]=4[CH:20]=[O:21])[C:16](=[O:17])[C:9]3=[CH:8][C:7]=2[CH2:6][CH2:5]1. No catalyst specified. The product is [F:52][C:4]1([F:3])[CH2:12][C:11]2[N:10]3[CH2:13][CH2:14][N:15]([C:18]4[C:19]([CH2:20][OH:21])=[C:22]([C:26]5[CH:31]=[C:30]([NH:32][C:33]6[CH:38]=[CH:37][C:36]([N:39]7[CH2:44][CH2:43][N:42]([CH:45]8[CH2:48][O:47][CH2:46]8)[CH2:41][C@@H:40]7[CH3:49])=[CH:35][N:34]=6)[C:29](=[O:50])[N:28]([CH3:51])[CH:27]=5)[CH:23]=[CH:24][N:25]=4)[C:16](=[O:17])[C:9]3=[CH:8][C:7]=2[CH2:6][CH2:5]1. The yield is 0.510. (7) The reactants are Br[C:2]1[CH:8]=[C:7]([N+:9]([O-:11])=[O:10])[C:6]([F:12])=[CH:5][C:3]=1[NH2:4].[CH3:13][C:14]([CH3:23])([C:21]#[CH:22])[CH2:15][C:16]([O:18][CH2:19][CH3:20])=[O:17]. The catalyst is CCN(CC)CC.C(OCC)(=O)C.O.[Cu]I. The product is [CH2:19]([O:18][C:16](=[O:17])[CH2:15][C:14]([CH3:23])([CH3:13])[C:21]#[C:22][C:2]1[CH:8]=[C:7]([N+:9]([O-:11])=[O:10])[C:6]([F:12])=[CH:5][C:3]=1[NH2:4])[CH3:20]. The yield is 0.570. (8) The reactants are [CH3:1][O:2][C:3](=[O:12])[C:4]1[CH:9]=[CH:8][CH:7]=[C:6]([NH2:10])[C:5]=1[NH2:11].[CH3:13][C:14]([CH3:19])([CH3:18])[C:15](Cl)=[O:16]. The catalyst is N1C=CC=CC=1. The product is [CH3:1][O:2][C:3](=[O:12])[C:4]1[CH:9]=[CH:8][CH:7]=[C:6]([NH:10][C:15](=[O:16])[C:14]([CH3:19])([CH3:18])[CH3:13])[C:5]=1[NH2:11]. The yield is 0.780. (9) The reactants are [OH-].[Na+].ClC1C=CC(C([O:10][CH2:11][C@@H:12]([N:16]([CH3:26])[C:17](=[O:25])[C:18]2[CH:23]=[CH:22][C:21]([Cl:24])=[CH:20][CH:19]=2)[CH:13]([CH3:15])[CH3:14])=O)=CC=1.O.C(O)(=O)C. The catalyst is CO. The product is [Cl:24][C:21]1[CH:22]=[CH:23][C:18]([C:17]([N:16]([C@@H:12]([CH:13]([CH3:15])[CH3:14])[CH2:11][OH:10])[CH3:26])=[O:25])=[CH:19][CH:20]=1. The yield is 0.710.